Dataset: Catalyst prediction with 721,799 reactions and 888 catalyst types from USPTO. Task: Predict which catalyst facilitates the given reaction. (1) Reactant: [Cl:1][C:2]1[C:7]([N+:8]([O-])=O)=[C:6]([NH:11][CH2:12][CH2:13][CH2:14][C:15]#[CH:16])[CH:5]=[CH:4][N:3]=1.O.Cl.[OH-].[Na+]. Product: [Cl:1][C:2]1[C:7]([NH2:8])=[C:6]([NH:11][CH2:12][CH2:13][CH2:14][C:15]#[CH:16])[CH:5]=[CH:4][N:3]=1. The catalyst class is: 415. (2) Reactant: [CH3:1][C:2]1[CH:7]=[CH:6][N:5]=[C:4]([NH2:8])[C:3]=1[N+:9]([O-])=O. Product: [CH3:1][C:2]1[CH:7]=[CH:6][N:5]=[C:4]([NH2:8])[C:3]=1[NH2:9]. The catalyst class is: 19. (3) Reactant: [C:1]1([O:11][CH2:12][CH2:13][CH2:14][C:15]2[C:23]3[C:18](=[CH:19][CH:20]=[C:21](/[CH:24]=[CH:25]/[C:26]4[CH:31]=[CH:30][CH:29]=[CH:28][CH:27]=4)[CH:22]=3)[NH:17][C:16]=2[C:32]([OH:34])=[O:33])[C:10]2[C:5](=[CH:6][CH:7]=[CH:8][CH:9]=2)[CH:4]=[CH:3][CH:2]=1.C1CCCCC=1. Product: [C:1]1([O:11][CH2:12][CH2:13][CH2:14][C:15]2[C:23]3[C:18](=[CH:19][CH:20]=[C:21]([CH2:24][CH2:25][C:26]4[CH:31]=[CH:30][CH:29]=[CH:28][CH:27]=4)[CH:22]=3)[NH:17][C:16]=2[C:32]([OH:34])=[O:33])[C:10]2[C:5](=[CH:6][CH:7]=[CH:8][CH:9]=2)[CH:4]=[CH:3][CH:2]=1. The catalyst class is: 29. (4) Reactant: CC1(C)CO[C:5]([CH2:14][S:15][C@H:16]2[C:19](=[O:20])[N:18]([C:21]3[CH:26]=[CH:25][C:24]([F:27])=[CH:23][CH:22]=3)[C@@H:17]2[C:28]2[CH:42]=[CH:41][C:31]([O:32][CH2:33][C:34]([O:36]C(C)(C)C)=[O:35])=[CH:30][CH:29]=2)([C:8]2[CH:13]=[CH:12][CH:11]=[CH:10][CH:9]=2)[O:4]C1. Product: [F:27][C:24]1[CH:25]=[CH:26][C:21]([N:18]2[C:19](=[O:20])[C@H:16]([S:15][CH2:14][C:5](=[O:4])[C:8]3[CH:13]=[CH:12][CH:11]=[CH:10][CH:9]=3)[C@H:17]2[C:28]2[CH:29]=[CH:30][C:31]([O:32][CH2:33][C:34]([OH:36])=[O:35])=[CH:41][CH:42]=2)=[CH:22][CH:23]=1. The catalyst class is: 106. (5) Reactant: CC1(C)C(C)(C)OB([C:9]2[CH2:14][CH2:13][N:12]([C:15]([O:17][C:18]([CH3:21])([CH3:20])[CH3:19])=[O:16])[CH2:11][CH:10]=2)O1.[NH2:23][C@H:24]1[C:33]2[C:28](=[CH:29][CH:30]=[C:31](Br)[CH:32]=2)[N:27]([C:35](=[O:37])[CH3:36])[C@H:26]([CH:38]2[CH2:40][CH2:39]2)[C@@H:25]1[CH3:41].C(=O)([O-])[O-].[Cs+].[Cs+].O. Product: [C:35]([N:27]1[C:28]2[C:33](=[CH:32][C:31]([C:9]3[CH2:14][CH2:13][N:12]([C:15]([O:17][C:18]([CH3:19])([CH3:20])[CH3:21])=[O:16])[CH2:11][CH:10]=3)=[CH:30][CH:29]=2)[C@H:24]([NH2:23])[C@@H:25]([CH3:41])[C@@H:26]1[CH:38]1[CH2:40][CH2:39]1)(=[O:37])[CH3:36]. The catalyst class is: 77. (6) Reactant: [CH3:1][C:2]1C=C[N:5]=[CH:4][N:3]=1.[Mn]([O-])(=O)(=O)=O.[K+].[OH-:14].[K+].[CH2:16]([OH:18])[CH3:17]. Product: [N:3]1[CH:2]=[CH:1][C:17]([C:16]([OH:14])=[O:18])=[N:5][CH:4]=1. The catalyst class is: 6. (7) Reactant: [NH2:1][C:2]1[CH:3]=[CH:4][C:5]([CH:8]([C:13]([F:16])([F:15])[F:14])[C:9]([F:12])([F:11])[F:10])=[N:6][CH:7]=1.[Cl:17]N1C(=O)CCC1=O. The catalyst class is: 10. Product: [NH2:1][C:2]1[C:7]([Cl:17])=[N:6][C:5]([CH:8]([C:9]([F:10])([F:11])[F:12])[C:13]([F:16])([F:14])[F:15])=[CH:4][CH:3]=1. (8) The catalyst class is: 160. Product: [NH2:32][C@H:25]([C:26]1[CH:27]=[CH:28][CH:29]=[CH:30][CH:31]=1)[C:24]([NH:23][C:21]1[CH:22]=[C:17]([N:11]2[C:12](=[O:16])[C:13]([CH3:14])([CH3:15])[N:9]([CH2:8][C:6]3[CH:5]=[CH:4][N:3]=[C:2]([NH:56][C:57]4[CH:58]=[N:59][CH:60]=[CH:61][CH:62]=4)[CH:7]=3)[C:10]2=[O:55])[CH:18]=[CH:19][C:20]=1[S:50][C:51]([F:52])([F:54])[F:53])=[O:49]. Reactant: Cl[C:2]1[CH:7]=[C:6]([CH2:8][N:9]2[C:13]([CH3:15])([CH3:14])[C:12](=[O:16])[N:11]([C:17]3[CH:18]=[CH:19][C:20]([S:50][C:51]([F:54])([F:53])[F:52])=[C:21]([NH:23][C:24](=[O:49])[C@H:25]([NH:32]C(=O)CC4C5C=CC=CC=5C5C4=CC=CC=5)[C:26]4[CH:31]=[CH:30][CH:29]=[CH:28][CH:27]=4)[CH:22]=3)[C:10]2=[O:55])[CH:5]=[CH:4][N:3]=1.[NH2:56][C:57]1[CH:58]=[N:59][CH:60]=[CH:61][CH:62]=1.CC1(C)C2C=CC(P(C3C=CC=CC=3)C3C=CC=CC=3)=CC=2OC2C1=CC=C(P(C1C=CC=CC=1)C1C=CC=CC=1)C=2.C(=O)([O-])[O-].[Cs+].[Cs+]. (9) Reactant: C1COCC1.[C:6]([O:10][C:11]([N:13]1[CH2:17][CH2:16][CH2:15][C@@H:14]1[CH2:18][O:19][C:20]1[CH:25]=[CH:24][C:23]([O:26]CC2C=CC=CC=2)=[CH:22][CH:21]=1)=[O:12])([CH3:9])([CH3:8])[CH3:7]. Product: [C:6]([O:10][C:11]([N:13]1[CH2:17][CH2:16][CH2:15][C@@H:14]1[CH2:18][O:19][C:20]1[CH:25]=[CH:24][C:23]([OH:26])=[CH:22][CH:21]=1)=[O:12])([CH3:9])([CH3:7])[CH3:8]. The catalyst class is: 50.